This data is from Forward reaction prediction with 1.9M reactions from USPTO patents (1976-2016). The task is: Predict the product of the given reaction. (1) Given the reactants [CH:1]([C:3]1[CH:8]=[C:7]([C:9]([F:12])([F:11])[F:10])[CH:6]=[CH:5][C:4]=1[NH:13]C(=O)C(C)(C)C)=O.[H-].[Li+].[F:22][C:23]([F:32])([F:31])/[CH:24]=[CH:25]/[C:26]([O:28][CH2:29][CH3:30])=[O:27].C(OCC)(=O)C, predict the reaction product. The product is: [F:10][C:9]([F:11])([F:12])[C:7]1[CH:8]=[C:3]2[C:4](=[CH:5][CH:6]=1)[NH:13][CH:24]([C:23]([F:31])([F:32])[F:22])[C:25]([C:26]([O:28][CH2:29][CH3:30])=[O:27])=[CH:1]2. (2) The product is: [CH:1]1([CH2:4][N:5]2[CH:9]=[C:8]([C:10]3[CH:11]=[C:12]4[N:18]=[CH:17][N:16]([C:19]5[CH:20]=[C:21]([NH:33][C:37]([CH:34]6[CH2:36][CH2:35]6)=[O:38])[CH:22]=[C:23]([C:25]6[CH:30]=[CH:29][C:28]([F:31])=[CH:27][C:26]=6[F:32])[CH:24]=5)[C:13]4=[N:14][CH:15]=3)[N:7]=[N:6]2)[CH2:2][CH2:3]1. Given the reactants [CH:1]1([CH2:4][N:5]2[CH:9]=[C:8]([C:10]3[CH:11]=[C:12]4[N:18]=[CH:17][N:16]([C:19]5[CH:20]=[C:21]([NH2:33])[CH:22]=[C:23]([C:25]6[CH:30]=[CH:29][C:28]([F:31])=[CH:27][C:26]=6[F:32])[CH:24]=5)[C:13]4=[N:14][CH:15]=3)[N:7]=[N:6]2)[CH2:3][CH2:2]1.[CH:34]1([C:37](O)=[O:38])[CH2:36][CH2:35]1.CN(C(ON1N=NC2C=CC=NC1=2)=[N+](C)C)C.F[P-](F)(F)(F)(F)F.CCN(C(C)C)C(C)C, predict the reaction product. (3) The product is: [CH3:20][O:13][C:12](=[O:14])[CH2:11][CH:4]1[C:5]2[C:10](=[CH:9][CH:8]=[CH:7][CH:6]=2)[C:2](=[O:1])[NH:3]1. Given the reactants [O:1]=[C:2]1[C:10]2[C:5](=[CH:6][CH:7]=[CH:8][CH:9]=2)[CH:4]([CH2:11][C:12]([OH:14])=[O:13])[NH:3]1.OS(O)(=O)=O.[CH3:20]O, predict the reaction product. (4) The product is: [CH:3]([C:4]1[CH:5]=[C:6]([CH:34]=[CH:35][CH:36]=1)[C:7]([C:9]1[C:14]([C:15]([O:17][CH2:18][CH3:19])=[O:16])=[CH:13][N:12]=[C:11]([NH:20][C:21]2[CH:22]=[CH:23][C:24]([N:27]3[CH2:28][CH2:29][N:30]([CH3:33])[CH2:31][CH2:32]3)=[CH:25][CH:26]=2)[N:10]=1)=[O:8])=[O:2]. Given the reactants C[O:2][CH:3](OC)[C:4]1[CH:5]=[C:6]([CH:34]=[CH:35][CH:36]=1)[C:7]([C:9]1[C:14]([C:15]([O:17][CH2:18][CH3:19])=[O:16])=[CH:13][N:12]=[C:11]([NH:20][C:21]2[CH:26]=[CH:25][C:24]([N:27]3[CH2:32][CH2:31][N:30]([CH3:33])[CH2:29][CH2:28]3)=[CH:23][CH:22]=2)[N:10]=1)=[O:8].C(O)(C(F)(F)F)=O, predict the reaction product.